This data is from Forward reaction prediction with 1.9M reactions from USPTO patents (1976-2016). The task is: Predict the product of the given reaction. (1) Given the reactants C=O.[N:3]1[C:10]([NH2:11])=[N:9][C:7]([NH2:8])=[N:6][C:4]=1[NH2:5], predict the reaction product. The product is: [C:4]1([NH2:5])[N:6]=[C:7]([NH2:8])[N:9]=[C:10]([NH2:11])[N:3]=1. (2) Given the reactants F[P-](F)(F)(F)(F)F.N1(O[P+](N(C)C)(N(C)C)N(C)C)C2C=CC=CC=2N=N1.[NH2:28][C@H:29]1[CH2:34][CH2:33][C@H:32]([NH:35][C:36]2[CH:37]=[C:38]([NH:62][CH:63]3[CH2:65][CH2:64]3)[C:39]3[N:40]([C:42]([C:45]([NH:47][C:48]4[CH:53]=[C:52]([O:54]CC5C=CC=CC=5)[N:51]=[CH:50][N:49]=4)=[O:46])=[CH:43][N:44]=3)[N:41]=2)[CH2:31][CH2:30]1.CCN(C(C)C)C(C)C.C(OC([NH:82][C@H:83]([CH3:87])[C:84](O)=[O:85])=O)(C)(C)C.C(O)(C(F)(F)F)=O, predict the reaction product. The product is: [NH2:82][C@@H:83]([C:84]([NH:28][C@H:29]1[CH2:34][CH2:33][C@H:32]([NH:35][C:36]2[CH:37]=[C:38]([NH:62][CH:63]3[CH2:64][CH2:65]3)[C:39]3[N:40]([C:42]([C:45]([NH:47][C:48]4[N:49]=[CH:50][NH:51][C:52](=[O:54])[CH:53]=4)=[O:46])=[CH:43][N:44]=3)[N:41]=2)[CH2:31][CH2:30]1)=[O:85])[CH3:87].